This data is from Reaction yield outcomes from USPTO patents with 853,638 reactions. The task is: Predict the reaction yield, written as a fraction of the theoretical maximum amount of product (1.0 means a 100% yield; for example, 0.34 means a 34% yield). (1) The reactants are [CH3:1][N:2]([CH3:23])[C:3]([CH:5]1[CH2:10][CH2:9][N:8]([C:11]2[CH:16]=[CH:15][N:14]=[C:13]3[N:17]([CH3:22])[CH:18]=[C:19]([CH:20]=O)[C:12]=23)[CH2:7][CH2:6]1)=[O:4].[O:24]=[C:25]1[C:29]2[CH:30]=[C:31]([NH:34][C:35]([NH:37][C:38]3[CH:39]=[N:40][CH:41]=[CH:42][CH:43]=3)=[O:36])[CH:32]=[CH:33][C:28]=2[O:27][CH2:26]1.Cl. The catalyst is C(O)C. The product is [CH3:23][N:2]([CH3:1])[C:3]([CH:5]1[CH2:10][CH2:9][N:8]([C:11]2[CH:16]=[CH:15][N:14]=[C:13]3[N:17]([CH3:22])[CH:18]=[C:19](/[CH:20]=[C:26]4\[O:27][C:28]5[CH:33]=[CH:32][C:31]([NH:34][C:35]([NH:37][C:38]6[CH:39]=[N:40][CH:41]=[CH:42][CH:43]=6)=[O:36])=[CH:30][C:29]=5[C:25]\4=[O:24])[C:12]=23)[CH2:7][CH2:6]1)=[O:4]. The yield is 0.850. (2) The reactants are [NH2:1][C:2]1[N:3]([C:8]2[C:17]3[C:12](=[CH:13][CH:14]=[CH:15][CH:16]=3)[C:11]([CH:18]3[CH2:20][CH2:19]3)=[CH:10][CH:9]=2)[C:4]([SH:7])=[N:5][N:6]=1.C([O-])([O-])=O.[K+].[K+].Cl[CH2:28][C:29]([NH:31][C:32]1[CH:37]=[CH:36][C:35]([S:38](=[O:41])(=[O:40])[NH2:39])=[CH:34][C:33]=1[Cl:42])=[O:30]. The catalyst is CN(C=O)C. The product is [NH2:1][C:2]1[N:3]([C:8]2[C:17]3[C:12](=[CH:13][CH:14]=[CH:15][CH:16]=3)[C:11]([CH:18]3[CH2:20][CH2:19]3)=[CH:10][CH:9]=2)[C:4]([S:7][CH2:28][C:29]([NH:31][C:32]2[CH:37]=[CH:36][C:35]([S:38](=[O:41])(=[O:40])[NH2:39])=[CH:34][C:33]=2[Cl:42])=[O:30])=[N:5][N:6]=1. The yield is 0.950. (3) The reactants are [Cl:1][C:2]1[CH:3]=[CH:4][C:5]([O:17][CH3:18])=[C:6]2[C:11]=1[N:10]=[C:9]([C:12]([F:15])([F:14])[F:13])[CH:8]=[C:7]2O.P(Cl)(Cl)(Cl)(Cl)[Cl:20].O. The catalyst is P(Cl)(Cl)(Cl)=O. The product is [Cl:20][C:7]1[C:6]2[C:11](=[C:2]([Cl:1])[CH:3]=[CH:4][C:5]=2[O:17][CH3:18])[N:10]=[C:9]([C:12]([F:15])([F:14])[F:13])[CH:8]=1. The yield is 0.900. (4) The reactants are [CH3:1][O:2][C:3]1[CH:23]=[C:22]([C:24]([F:27])([F:26])[F:25])[CH:21]=[C:20]([C:28]([F:31])([F:30])[F:29])[C:4]=1[C:5]([NH:7][C:8]1([C:14]2[CH:19]=[CH:18][CH:17]=[CH:16][CH:15]=2)[CH2:13][CH2:12][CH2:11][NH:10][CH2:9]1)=[O:6].C(O)(=O)C.[CH3:36][C:37]([CH3:39])=O.C([BH3-])#N.[Na+]. The product is [CH:37]([N:10]1[CH2:11][CH2:12][CH2:13][C:8]([NH:7][C:5](=[O:6])[C:4]2[C:20]([C:28]([F:31])([F:29])[F:30])=[CH:21][C:22]([C:24]([F:25])([F:26])[F:27])=[CH:23][C:3]=2[O:2][CH3:1])([C:14]2[CH:15]=[CH:16][CH:17]=[CH:18][CH:19]=2)[CH2:9]1)([CH3:39])[CH3:36]. The catalyst is CO. The yield is 0.850.